This data is from Aqueous solubility values for 9,982 compounds from the AqSolDB database. The task is: Regression/Classification. Given a drug SMILES string, predict its absorption, distribution, metabolism, or excretion properties. Task type varies by dataset: regression for continuous measurements (e.g., permeability, clearance, half-life) or binary classification for categorical outcomes (e.g., BBB penetration, CYP inhibition). For this dataset (solubility_aqsoldb), we predict Y. (1) The drug is CNCc1ccccc1. The Y is 0.917 log mol/L. (2) The drug is CC1CC(OC(=O)c2ccccc2)CC(C)(C)N1. The Y is -1.92 log mol/L. (3) The compound is O=P([O-])([O-])[O-].O=P([O-])([O-])[O-].O=P([O-])([O-])[O-].O=P([O-])([O-])[O-].[Si+4].[Si+4].[Si+4]. The Y is -3.06 log mol/L. (4) The drug is O=C1c2ccccc2C(=O)C1c1ccc2cc(S(=O)(=O)[O-])cc(S(=O)(=O)[O-])c2n1.[Na+].[Na+]. The Y is -0.378 log mol/L. (5) The drug is CC(=O)CC(c1ccc(Cl)cc1)c1c(O)c2ccccc2oc1=O. The Y is -5.84 log mol/L. (6) The compound is c1ccc2c(c1)CCCC2. The Y is -3.57 log mol/L. (7) The molecule is CCOC(=O)C(SP(=S)(OC)OC)c1ccccc1. The Y is -4.46 log mol/L.